From a dataset of Reaction yield outcomes from USPTO patents with 853,638 reactions. Predict the reaction yield, written as a fraction of the theoretical maximum amount of product (1.0 means a 100% yield; for example, 0.34 means a 34% yield). The reactants are B.C1COCC1.B(F)(F)F.CCOCC.[F:16][C:17]1[CH:41]=[CH:40][C:20]([CH2:21][C@H:22]2[C:26](=O)[N:25]([C:28]([O:30][C:31]([CH3:34])([CH3:33])[CH3:32])=[O:29])[C@H:24]([C:35]([O:37]CC)=[O:36])[CH2:23]2)=[CH:19][CH:18]=1.[Cl-].[NH4+].[OH-].[Li+]. The catalyst is C(Cl)Cl.O. The product is [C:31]([O:30][C:28]([N:25]1[CH2:26][C@H:22]([CH2:21][C:20]2[CH:40]=[CH:41][C:17]([F:16])=[CH:18][CH:19]=2)[CH2:23][C@H:24]1[C:35]([OH:37])=[O:36])=[O:29])([CH3:34])([CH3:32])[CH3:33]. The yield is 0.810.